This data is from Catalyst prediction with 721,799 reactions and 888 catalyst types from USPTO. The task is: Predict which catalyst facilitates the given reaction. (1) Product: [OH:21][CH2:20][C:17]1[N:16]2[CH:24]=[N:25][N:26]=[C:15]2[C:14]([N:11]2[CH2:12][CH2:13][N:8]([C:6]([O:5][C:1]([CH3:4])([CH3:3])[CH3:2])=[O:7])[CH2:9][CH2:10]2)=[N:19][CH:18]=1. The catalyst class is: 2. Reactant: [C:1]([O:5][C:6]([N:8]1[CH2:13][CH2:12][N:11]([C:14]2[C:15]3[N:16]([CH:24]=[N:25][N:26]=3)[C:17]([C:20](OC)=[O:21])=[CH:18][N:19]=2)[CH2:10][CH2:9]1)=[O:7])([CH3:4])([CH3:3])[CH3:2].[H-].C([Al+]CC(C)C)C(C)C.C1(C)C=CC=CC=1. (2) Reactant: [CH3:1][C:2]([CH3:16])([CH3:15])[C:3](=[O:14])[CH2:4][O:5][C:6]1[N:11]=[CH:10][C:9]([C:12]#[N:13])=[CH:8][CH:7]=1. Product: [NH2:13][CH2:12][C:9]1[CH:10]=[N:11][C:6]([O:5][CH2:4][C:3](=[O:14])[C:2]([CH3:15])([CH3:1])[CH3:16])=[CH:7][CH:8]=1. The catalyst class is: 750. (3) Reactant: ClC1CCC2C(=CC(OC)=CC=2)C1.C(OC(=O)C)C.[CH2:20]([O:22][C:23](=[O:38])[CH2:24][C:25]1[C:34]2[C:29](=[CH:30][CH:31]=[C:32]([O:35][CH3:36])[CH:33]=2)[CH2:28][CH2:27][C:26]=1[Cl:37])[CH3:21].ClC1C(=O)C(C#N)=C(C#N)C(=O)C=1Cl. Product: [CH2:20]([O:22][C:23](=[O:38])[CH2:24][C:25]1[C:34]2[C:29](=[CH:30][CH:31]=[C:32]([O:35][CH3:36])[CH:33]=2)[CH:28]=[CH:27][C:26]=1[Cl:37])[CH3:21]. The catalyst class is: 169. (4) Reactant: ClC(Cl)(Cl)[C:3]([C:5]1[N:6]([CH3:12])[C:7]([Br:11])=[C:8]([Br:10])[CH:9]=1)=[O:4].[C:15](=O)([O-])[O-:16].[K+].[K+]. Product: [CH3:15][O:16][C:3]([C:5]1[N:6]([CH3:12])[C:7]([Br:11])=[C:8]([Br:10])[CH:9]=1)=[O:4]. The catalyst class is: 5. (5) Reactant: Cl[C:2]1[C:3](=[O:16])[N:4]([CH3:15])[N:5]=[CH:6][C:7]=1[N:8]1[CH2:13][CH2:12][N:11]([CH3:14])[CH2:10][CH2:9]1.C([O-])=O.[NH4+].ClCCl.CO. Product: [CH3:15][N:4]1[C:3](=[O:16])[CH:2]=[C:7]([N:8]2[CH2:13][CH2:12][N:11]([CH3:14])[CH2:10][CH2:9]2)[CH:6]=[N:5]1. The catalyst class is: 43. (6) Reactant: [F:1][C:2]([F:25])([F:24])[O:3][C:4]1[CH:9]=[CH:8][C:7]([S:10]([CH2:13][C:14]2[CH:19]=[CH:18][C:17]([CH2:20][C:21]([NH2:23])=O)=[CH:16][CH:15]=2)(=[O:12])=[O:11])=[CH:6][CH:5]=1.[ClH:26]. Product: [F:25][C:2]([F:1])([F:24])[O:3][C:4]1[CH:5]=[CH:6][C:7]([S:10]([CH2:13][C:14]2[CH:19]=[CH:18][C:17]([CH2:20][CH2:21][NH2:23])=[CH:16][CH:15]=2)(=[O:12])=[O:11])=[CH:8][CH:9]=1.[ClH:26]. The catalyst class is: 214.